Dataset: Catalyst prediction with 721,799 reactions and 888 catalyst types from USPTO. Task: Predict which catalyst facilitates the given reaction. (1) Reactant: [Cl:1][C:2]1[N:10]=[C:9]2[C:5]([NH:6][CH:7]=[N:8]2)=[C:4]([Cl:11])[N:3]=1.[H-].[Na+].I[CH:15]([CH3:17])[CH3:16].C(OCC)C. Product: [Cl:1][C:2]1[N:10]=[C:9]2[C:5]([N:6]=[CH:7][N:8]2[CH:15]([CH3:17])[CH3:16])=[C:4]([Cl:11])[N:3]=1. The catalyst class is: 3. (2) Reactant: [N:1]([CH2:4][C@H:5]1[CH2:9][CH2:8][C:7](=[O:10])[N:6]1[C:11]1[CH:41]=[C:40]([F:42])[CH:39]=[CH:38][C:12]=1[CH2:13][NH:14][C:15]([C:17]1[N:18]=[C:19]2[N:24]([C:25](=[O:35])[C:26]=1[O:27]CC1C=CC=CC=1)[CH2:23][CH2:22][O:21][C:20]2([CH3:37])[CH3:36])=[O:16])=[N+]=[N-]. Product: [NH2:1][CH2:4][C@H:5]1[CH2:9][CH2:8][C:7](=[O:10])[N:6]1[C:11]1[CH:41]=[C:40]([F:42])[CH:39]=[CH:38][C:12]=1[CH2:13][NH:14][C:15]([C:17]1[N:18]=[C:19]2[N:24]([C:25](=[O:35])[C:26]=1[OH:27])[CH2:23][CH2:22][O:21][C:20]2([CH3:37])[CH3:36])=[O:16]. The catalyst class is: 45. (3) Reactant: C[O:2][C:3]([CH:5]1[CH2:10][CH2:9][N:8]([C:11]([O:13][C:14]([CH3:17])([CH3:16])[CH3:15])=[O:12])[CH2:7][CH2:6]1)=[O:4].O[Li].O.O.O. Product: [C:14]([O:13][C:11]([N:8]1[CH2:9][CH2:10][CH:5]([C:3]([OH:4])=[O:2])[CH2:6][CH2:7]1)=[O:12])([CH3:17])([CH3:15])[CH3:16]. The catalyst class is: 36. (4) Reactant: [CH3:1][O:2][C:3]1[CH:8]=[CH:7][C:6]([NH:9][C:10]2[S:11][CH:12]=[C:13]([C:15]3[CH:20]=[CH:19][N:18]=[CH:17][CH:16]=3)[N:14]=2)=[CH:5][CH:4]=1.[H-].[Na+].[CH3:23]I. Product: [CH3:23][N:9]([C:6]1[CH:5]=[CH:4][C:3]([O:2][CH3:1])=[CH:8][CH:7]=1)[C:10]1[S:11][CH:12]=[C:13]([C:15]2[CH:20]=[CH:19][N:18]=[CH:17][CH:16]=2)[N:14]=1. The catalyst class is: 3. (5) Reactant: C[O:2][C:3]1[CH:8]=[CH:7][C:6]([C:9]2[O:13][C:12]([CH3:15])([CH3:14])[C:11](=[O:16])[C:10]=2[C:17]2[CH:22]=[CH:21][C:20]([O:23][CH2:24][C:25]3[CH:34]=[CH:33][C:32]4[C:27](=[CH:28][CH:29]=[CH:30][CH:31]=4)[N:26]=3)=[CH:19][CH:18]=2)=[CH:5][CH:4]=1.Br. Product: [OH:2][C:3]1[CH:8]=[CH:7][C:6]([C:9]2[O:13][C:12]([CH3:14])([CH3:15])[C:11](=[O:16])[C:10]=2[C:17]2[CH:22]=[CH:21][C:20]([O:23][CH2:24][C:25]3[CH:34]=[CH:33][C:32]4[C:27](=[CH:28][CH:29]=[CH:30][CH:31]=4)[N:26]=3)=[CH:19][CH:18]=2)=[CH:5][CH:4]=1. The catalyst class is: 20. (6) Reactant: [CH2:1]([C:4]1[CH:9]=[CH:8][C:7]([S:10](Cl)(=[O:12])=[O:11])=[CH:6][CH:5]=1)[CH2:2][CH3:3].N1C=CC=CC=1.N#N.[NH2:22][C:23]1[CH:24]=[C:25]2[C:30](=[CH:31][CH:32]=1)[N:29]=[C:28]([CH3:33])[C:27]([CH3:34])=[N:26]2.C([O-])(O)=O.[Na+]. Product: [CH3:33][C:28]1[C:27]([CH3:34])=[N:26][C:25]2[C:30](=[CH:31][CH:32]=[C:23]([NH:22][S:10]([C:7]3[CH:8]=[CH:9][C:4]([CH2:1][CH2:2][CH3:3])=[CH:5][CH:6]=3)(=[O:12])=[O:11])[CH:24]=2)[N:29]=1. The catalyst class is: 4. (7) Reactant: [F:1][CH:2]1[C:7](=O)[CH2:6][CH2:5][O:4][CH2:3]1.[CH2:9]([NH2:16])[C:10]1[CH:15]=[CH:14][CH:13]=[CH:12][CH:11]=1.[BH3-]C#N.[Na+].C(O)(=O)C. Product: [CH2:9]([NH:16][C@@H:7]1[CH2:6][CH2:5][O:4][CH2:3][C@H:2]1[F:1])[C:10]1[CH:15]=[CH:14][CH:13]=[CH:12][CH:11]=1.[CH2:9]([NH:16][C@H:7]1[CH2:6][CH2:5][O:4][CH2:3][C@H:2]1[F:1])[C:10]1[CH:15]=[CH:14][CH:13]=[CH:12][CH:11]=1. The catalyst class is: 5. (8) Reactant: Cl.C(OC(=O)[NH:8][CH2:9][CH2:10][N:11]1[CH:15]=[C:14]([NH:16][C:17]([NH:19][C:20]2[CH:25]=[CH:24][CH:23]=[C:22]([C:26]([F:29])([F:28])[F:27])[CH:21]=2)=[O:18])[N:13]=[C:12]1[CH3:30])(C)(C)C. Product: [NH2:8][CH2:9][CH2:10][N:11]1[CH:15]=[C:14]([NH:16][C:17]([NH:19][C:20]2[CH:25]=[CH:24][CH:23]=[C:22]([C:26]([F:29])([F:28])[F:27])[CH:21]=2)=[O:18])[N:13]=[C:12]1[CH3:30]. The catalyst class is: 4.